From a dataset of TCR-epitope binding with 47,182 pairs between 192 epitopes and 23,139 TCRs. Binary Classification. Given a T-cell receptor sequence (or CDR3 region) and an epitope sequence, predict whether binding occurs between them. Result: 1 (the TCR binds to the epitope). The epitope is FLNGSCGSV. The TCR CDR3 sequence is CASSYHGTRDEQYF.